From a dataset of Catalyst prediction with 721,799 reactions and 888 catalyst types from USPTO. Predict which catalyst facilitates the given reaction. Reactant: C(N1[C@H:12]([CH3:13])[C@H:11]([C:14]2[CH:19]=[CH:18][CH:17]=[CH:16][CH:15]=2)OC1=O)(=O)CCCCC.[Li+].[OH-:22].[OH:23]O. Product: [CH2:11]([C@H:14]([CH2:15][CH2:16][CH2:17][CH3:18])[C:19]([OH:23])=[O:22])[CH:12]=[CH2:13]. The catalyst class is: 20.